This data is from Forward reaction prediction with 1.9M reactions from USPTO patents (1976-2016). The task is: Predict the product of the given reaction. (1) Given the reactants Br[C:2]1[CH:7]=[CH:6][C:5]([CH3:8])=[CH:4][C:3]=1[C:9]([N:11]1[CH2:16][CH2:15][CH2:14][C@@H:13]([CH3:17])[C@H:12]1[CH2:18][NH:19][C:20]1[CH:25]=[CH:24][C:23]([C:26]([F:29])([F:28])[F:27])=[CH:22][N:21]=1)=[O:10].[NH:30]1[CH:34]=[CH:33][CH:32]=[N:31]1.CN[C@H]1CCCC[C@@H]1NC.[C:45]([O-:48])([O-])=[O:46].[Cs+].[Cs+], predict the reaction product. The product is: [CH3:17][C@@H:13]1[CH2:14][CH2:15][CH2:16][N:11]([C:9]([C:3]2[CH:4]=[C:5]([CH3:8])[CH:6]=[CH:7][C:2]=2[N:30]2[CH:34]=[CH:33][CH:32]=[N:31]2)=[O:10])[C@@H:12]1[CH2:18][NH:19][C:20]1[CH:25]=[CH:24][C:23]([C:26]([F:29])([F:28])[F:27])=[CH:22][N:21]=1.[C:45]([OH:48])([C:26]([F:29])([F:28])[F:27])=[O:46]. (2) Given the reactants [Cl:1][C:2]1[CH:3]=[C:4]([CH:18]=[C:19]([Cl:21])[CH:20]=1)[O:5][C:6]1[C:7]([CH2:16][CH3:17])=[N:8][N:9]([CH2:13][CH2:14][NH2:15])[C:10]=1[CH2:11][CH3:12].Cl.CN(C)CCCN=C=NCC.[CH3:34][O:35][CH2:36][C:37](O)=[O:38], predict the reaction product. The product is: [Cl:1][C:2]1[CH:3]=[C:4]([CH:18]=[C:19]([Cl:21])[CH:20]=1)[O:5][C:6]1[C:7]([CH2:16][CH3:17])=[N:8][N:9]([CH2:13][CH2:14][NH:15][C:37](=[O:38])[CH2:36][O:35][CH3:34])[C:10]=1[CH2:11][CH3:12]. (3) Given the reactants [Br:1][C:2]1[CH:24]=[CH:23][C:5]([O:6][CH2:7][CH:8]2[CH2:13][CH2:12][N:11]([C:14]([C:16]3([C:19]([F:22])([F:21])[F:20])[CH2:18][CH2:17]3)=O)[CH2:10][CH2:9]2)=[CH:4][CH:3]=1.[H-].[H-].[H-].[H-].[Li+].[Al+3], predict the reaction product. The product is: [Br:1][C:2]1[CH:3]=[CH:4][C:5]([O:6][CH2:7][CH:8]2[CH2:9][CH2:10][N:11]([CH2:14][C:16]3([C:19]([F:22])([F:20])[F:21])[CH2:17][CH2:18]3)[CH2:12][CH2:13]2)=[CH:23][CH:24]=1. (4) Given the reactants Br[C:2]1[S:6][CH:5]=[C:4]([C:7]([N:9]2[C@@H:18]3[C@@H:13]([CH2:14][CH2:15][CH2:16][CH2:17]3)[CH2:12][CH2:11][CH2:10]2)=[O:8])[CH:3]=1.[CH3:19][C:20]1[C:24](B2OC(C)(C)C(C)(C)O2)=[CH:23][NH:22][N:21]=1.C(=O)([O-])[O-].[Cs+].[Cs+].O, predict the reaction product. The product is: [CH3:19][C:20]1[C:24]([C:2]2[S:6][CH:5]=[C:4]([C:7]([N:9]3[CH:18]4[CH:13]([CH2:14][CH2:15][CH2:16][CH2:17]4)[CH2:12][CH2:11][CH2:10]3)=[O:8])[CH:3]=2)=[CH:23][NH:22][N:21]=1. (5) Given the reactants C(OC([N:8]1[C:13](=[O:14])[CH:12]2[C:10]([C:15]3[CH:20]=[CH:19][C:18]([Cl:21])=[C:17]([Cl:22])[CH:16]=3)([CH2:11]2)[CH2:9]1)=O)(C)(C)C.FC(F)(F)C(O)=O, predict the reaction product. The product is: [Cl:22][C:17]1[CH:16]=[C:15]([C@@:10]23[CH2:11][C@@H:12]2[C:13](=[O:14])[NH:8][CH2:9]3)[CH:20]=[CH:19][C:18]=1[Cl:21]. (6) Given the reactants [F:1][C:2]1[CH:7]=[C:6]([F:8])[CH:5]=[CH:4][C:3]=1[CH:9]1[CH2:14][C:13](=[O:15])[NH:12][C:11]([CH3:16])=[C:10]1[C:17]([OH:19])=O.CN(C=O)C.C(Cl)(=O)C(Cl)=O.[F:31][C:32]1[CH:40]=[C:39]2[C:35]([CH:36]=[N:37][NH:38]2)=[CH:34][C:33]=1[NH2:41], predict the reaction product. The product is: [F:1][C:2]1[CH:7]=[C:6]([F:8])[CH:5]=[CH:4][C:3]=1[CH:9]1[CH2:14][C:13](=[O:15])[NH:12][C:11]([CH3:16])=[C:10]1[C:17]([NH:41][C:33]1[CH:34]=[C:35]2[C:39](=[CH:40][C:32]=1[F:31])[NH:38][N:37]=[CH:36]2)=[O:19].